From a dataset of Catalyst prediction with 721,799 reactions and 888 catalyst types from USPTO. Predict which catalyst facilitates the given reaction. (1) Reactant: [CH3:1][N:2]1[C:6]2[CH:7]=[CH:8][C:9]([S:11]([N:14]3[CH2:22][C:21]4[C:16](=[CH:17][CH:18]=[CH:19][CH:20]=4)[CH2:15]3)(=[O:13])=[O:12])=[CH:10][C:5]=2[N:4]=[C:3]1[CH2:23][NH:24][C:25]1[CH:30]=[CH:29][C:28]([C:31]#[N:32])=[CH:27][CH:26]=1.[ClH:33].C(O)C.C(=O)([O-])[O-].[NH4+:41].[NH4+]. Product: [ClH:33].[CH3:1][N:2]1[C:6]2[CH:7]=[CH:8][C:9]([S:11]([N:14]3[CH2:22][C:21]4[C:16](=[CH:17][CH:18]=[CH:19][CH:20]=4)[CH2:15]3)(=[O:12])=[O:13])=[CH:10][C:5]=2[N:4]=[C:3]1[CH2:23][NH:24][C:25]1[CH:26]=[CH:27][C:28]([C:31](=[NH:41])[NH2:32])=[CH:29][CH:30]=1. The catalyst class is: 98. (2) Reactant: C([O:3][C:4](=[O:34])[C:5]([O:8][C:9]1[CH:14]=[CH:13][C:12]([O:15][CH2:16][CH2:17][CH2:18][N:19]2[C:24](=[O:25])[C:23]3[N:26]([CH3:32])[N:27]=[C:28]([CH2:29][CH2:30][CH3:31])[C:22]=3[N:21]=[C:20]2[CH3:33])=[CH:11][CH:10]=1)([CH3:7])[CH3:6])C.C(=O)([O-])[O-].[Na+].[Na+]. Product: [CH3:32][N:26]1[C:23]2[C:24](=[O:25])[N:19]([CH2:18][CH2:17][CH2:16][O:15][C:12]3[CH:13]=[CH:14][C:9]([O:8][C:5]([CH3:6])([CH3:7])[C:4]([OH:34])=[O:3])=[CH:10][CH:11]=3)[C:20]([CH3:33])=[N:21][C:22]=2[C:28]([CH2:29][CH2:30][CH3:31])=[N:27]1. The catalyst class is: 5. (3) Reactant: Cl.[NH:2]1[CH2:7][CH2:6][CH:5]([NH:8][C:9]2[O:10][C:11]3[CH:17]=[CH:16][C:15]([O:18][CH2:19][C:20]4[NH:24][N:23]=[N:22][N:21]=4)=[CH:14][C:12]=3[N:13]=2)[CH2:4][CH2:3]1.[CH2:25]([O:27][C:28]1[CH:29]=[C:30]([CH:33]=[C:34]([O:41][CH2:42][CH3:43])[C:35]=1[N:36]1[CH:40]=[CH:39][CH:38]=[CH:37]1)[CH:31]=O)[CH3:26].C([BH3-])#N.[Na+].C(N(C(C)C)C(C)C)C. Product: [CH2:25]([O:27][C:28]1[CH:29]=[C:30]([CH:33]=[C:34]([O:41][CH2:42][CH3:43])[C:35]=1[N:36]1[CH:40]=[CH:39][CH:38]=[CH:37]1)[CH2:31][N:2]1[CH2:7][CH2:6][CH:5]([NH:8][C:9]2[O:10][C:11]3[CH:17]=[CH:16][C:15]([O:18][CH2:19][C:20]4[NH:24][N:23]=[N:22][N:21]=4)=[CH:14][C:12]=3[N:13]=2)[CH2:4][CH2:3]1)[CH3:26]. The catalyst class is: 212.